Predict the reaction yield, written as a fraction of the theoretical maximum amount of product (1.0 means a 100% yield; for example, 0.34 means a 34% yield). From a dataset of Reaction yield outcomes from USPTO patents with 853,638 reactions. The reactants are [F:1][C:2]([F:9])([F:8])[CH2:3][CH2:4][CH2:5][CH2:6][OH:7]. The catalyst is ClCCl. The product is [F:1][C:2]([F:9])([F:8])[CH2:3][CH2:4][CH2:5][CH:6]=[O:7]. The yield is 0.430.